From a dataset of Forward reaction prediction with 1.9M reactions from USPTO patents (1976-2016). Predict the product of the given reaction. (1) Given the reactants [Cl:1][C:2]1[CH:3]=[C:4]2[NH:18][C:17]([O:19][C@H:20]3[CH2:25][O:24][C@H:23]([CH2:26][OH:27])[C@@H:22]([OH:28])[CH2:21]3)=[N:16][C:5]2=[N:6][C:7]=1[C:8]1[CH:13]=[CH:12][C:11]([C:14]#[CH:15])=[CH:10][CH:9]=1.Br[C:30]1[N:31]=[N:32][N:33]([CH3:35])[N:34]=1.C(N(C(C)C)CC)(C)C, predict the reaction product. The product is: [Cl:1][C:2]1[CH:3]=[C:4]2[NH:18][C:17]([O:19][C@H:20]3[CH2:25][O:24][C@H:23]([CH2:26][OH:27])[C@@H:22]([OH:28])[CH2:21]3)=[N:16][C:5]2=[N:6][C:7]=1[C:8]1[CH:13]=[CH:12][C:11]([C:14]#[C:15][C:30]2[N:31]=[N:32][N:33]([CH3:35])[N:34]=2)=[CH:10][CH:9]=1. (2) Given the reactants [CH2:1]([OH:4])[CH:2]=[CH2:3].[CH3:5][C:6]1([CH:9]=[CH2:10])[CH2:8][O:7]1, predict the reaction product. The product is: [CH2:1]([O:4][C@@:6]([CH3:5])([CH:9]=[CH2:10])[CH2:8][OH:7])[CH:2]=[CH2:3]. (3) Given the reactants [C:1]([C:3]1[CH:8]=[CH:7][N:6]=[CH:5][CH:4]=1)#[N:2].S(=O)(=O)(O)O.C(O)(=O)[CH2:15][CH:16]([CH3:18])[CH3:17].S(OOS([O-])(=O)=O)([O-])(=O)=O.[NH4+].[NH4+].C(=O)(O)[O-].[Na+], predict the reaction product. The product is: [CH2:15]([C:5]1[CH:4]=[C:3]([C:1]#[N:2])[CH:8]=[CH:7][N:6]=1)[CH:16]([CH3:18])[CH3:17].